Task: Predict the reaction yield, written as a fraction of the theoretical maximum amount of product (1.0 means a 100% yield; for example, 0.34 means a 34% yield).. Dataset: Reaction yield outcomes from USPTO patents with 853,638 reactions (1) The reactants are C([O:5][C:6](=O)[NH:7][C@@H:8]([CH3:33])[C:9]([N:11]1[CH2:16][CH2:15][CH2:14][C@@H:13]([C:17](=[O:32])[NH:18][C@@H:19]([C:21]2[CH:30]=[CH:29][C:28]3[C:23](=[CH:24][C:25]([Br:31])=[CH:26][CH:27]=3)[N:22]=2)[CH3:20])[NH:12]1)=[O:10])(C)(C)C.Cl.[OH:36][CH2:37][CH2:38][C:39]([CH3:52])([CH:50]=[CH2:51])[C:40]([NH:42][C@@H:43]([CH:47]([CH3:49])[CH3:48])C(O)=O)=[O:41].C(N(CC)C(C)C)(C)C.F[P-](F)(F)(F)(F)F.CN(C(N(C)C)=[N+]1C2C(=NC=CC=2)[N+]([O-])=N1)C. The catalyst is ClCCl.C(#N)C. The product is [Br:31][C:25]1[CH:24]=[C:23]2[C:28]([CH:29]=[CH:30][C:21]([C@H:19]([NH:18][C:17]([C@@H:13]3[CH2:14][CH2:15][CH2:16][N:11]([C:9](=[O:10])[C@@H:8]([NH:7][C:6](=[O:5])[C@@H:43]([NH:42][C:40](=[O:41])[C:39]([CH2:38][CH2:37][OH:36])([CH3:52])[CH:50]=[CH2:51])[CH:47]([CH3:49])[CH3:48])[CH3:33])[NH:12]3)=[O:32])[CH3:20])=[N:22]2)=[CH:27][CH:26]=1. The yield is 0.350. (2) The reactants are CC1(C)C(C)(C)OB([C:9]2[CH:15]=[CH:14][C:12]([NH2:13])=[CH:11][CH:10]=2)O1.I[C:18]1[CH:23]=[CH:22][C:21]([CH2:24][CH2:25][CH2:26][C:27]([O:29][CH3:30])=[O:28])=[CH:20][CH:19]=1.C(Cl)Cl.CO. The catalyst is C(COC)OC.C1C=CC([P]([Pd]([P](C2C=CC=CC=2)(C2C=CC=CC=2)C2C=CC=CC=2)([P](C2C=CC=CC=2)(C2C=CC=CC=2)C2C=CC=CC=2)[P](C2C=CC=CC=2)(C2C=CC=CC=2)C2C=CC=CC=2)(C2C=CC=CC=2)C2C=CC=CC=2)=CC=1. The product is [NH2:13][C:12]1[CH:11]=[CH:10][C:9]([C:18]2[CH:23]=[CH:22][C:21]([CH2:24][CH2:25][CH2:26][C:27]([O:29][CH3:30])=[O:28])=[CH:20][CH:19]=2)=[CH:15][CH:14]=1. The yield is 0.820. (3) The reactants are [CH3:1][O:2][C:3]([C:5]1[C:6]2[CH:7](O)[C:8]([CH3:24])([CH3:23])[CH:9]([C:16]3[CH:21]=[CH:20][CH:19]=[C:18]([Br:22])[CH:17]=3)[NH:10][C:11]=2[CH:12]=[C:13]([F:15])[CH:14]=1)=[O:4].C([SiH](CC)CC)C. The catalyst is FC(F)(F)C(O)=O. The product is [CH3:1][O:2][C:3]([C:5]1[C:6]2[CH2:7][C:8]([CH3:24])([CH3:23])[CH:9]([C:16]3[CH:21]=[CH:20][CH:19]=[C:18]([Br:22])[CH:17]=3)[NH:10][C:11]=2[CH:12]=[C:13]([F:15])[CH:14]=1)=[O:4]. The yield is 0.500. (4) The reactants are C([O:8][CH2:9][CH2:10][N:11]1[CH:15]=[C:14]([NH:16][C:17]2[CH:25]=[C:24]([N:26]3[C:34]4[CH2:33][C:32]([CH3:36])([CH3:35])[CH2:31][C:30](=[O:37])[C:29]=4[C:28]([CH3:38])=[N:27]3)[CH:23]=[CH:22][C:18]=2[C:19]([NH2:21])=[O:20])[CH:13]=[N:12]1)C1C=CC=CC=1.C1CCCCC=1.C(O)(=O)C. The catalyst is CCO.[Pd]. The product is [OH:8][CH2:9][CH2:10][N:11]1[CH:15]=[C:14]([NH:16][C:17]2[CH:25]=[C:24]([N:26]3[C:34]4[CH2:33][C:32]([CH3:35])([CH3:36])[CH2:31][C:30](=[O:37])[C:29]=4[C:28]([CH3:38])=[N:27]3)[CH:23]=[CH:22][C:18]=2[C:19]([NH2:21])=[O:20])[CH:13]=[N:12]1. The yield is 1.00. (5) The reactants are Cl.[Br:2][C:3]1[CH:9]=[CH:8][C:6]([NH2:7])=[CH:5][C:4]=1[C:10]([F:13])([F:12])[F:11].Cl[C:15](OC(Cl)(Cl)Cl)=[O:16]. The catalyst is C1(C)C=CC=CC=1. The product is [Br:2][C:3]1[CH:9]=[CH:8][C:6]([N:7]=[C:15]=[O:16])=[CH:5][C:4]=1[C:10]([F:11])([F:12])[F:13]. The yield is 0.860. (6) The reactants are [N:1]1([C:7]2[S:8][C:9]3[C:15](=[O:16])[CH2:14][CH2:13][CH2:12][C:10]=3[CH:11]=2)[CH2:6][CH2:5][O:4][CH2:3][CH2:2]1.[Br:17]Br. The catalyst is C1COCC1.[Cl-].[Na+].O. The product is [Br:17][C:11]1[C:10]2[CH2:12][CH2:13][CH2:14][C:15](=[O:16])[C:9]=2[S:8][C:7]=1[N:1]1[CH2:2][CH2:3][O:4][CH2:5][CH2:6]1. The yield is 0.720.